From a dataset of Full USPTO retrosynthesis dataset with 1.9M reactions from patents (1976-2016). Predict the reactants needed to synthesize the given product. (1) Given the product [CH2:1]([O:8][N:9]1[C:18]2[C:13](=[CH:14][C:15]([C:43]#[C:42][CH2:41][CH2:40][CH2:39][OH:44])=[CH:16][N:17]=2)[C:12]([NH:20][CH2:21][C:22]([O:24][CH3:25])=[O:23])=[C:11]([C:26](=[O:37])[NH:27][CH2:28][C:29]2[CH:34]=[CH:33][C:32]([F:35])=[CH:31][C:30]=2[F:36])[C:10]1=[O:38])[C:2]1[CH:7]=[CH:6][CH:5]=[CH:4][CH:3]=1, predict the reactants needed to synthesize it. The reactants are: [CH2:1]([O:8][N:9]1[C:18]2[C:13](=[CH:14][C:15](Br)=[CH:16][N:17]=2)[C:12]([NH:20][CH2:21][C:22]([O:24][CH3:25])=[O:23])=[C:11]([C:26](=[O:37])[NH:27][CH2:28][C:29]2[CH:34]=[CH:33][C:32]([F:35])=[CH:31][C:30]=2[F:36])[C:10]1=[O:38])[C:2]1[CH:7]=[CH:6][CH:5]=[CH:4][CH:3]=1.[CH2:39]([OH:44])[CH2:40][CH2:41][C:42]#[CH:43]. (2) Given the product [Si:33]([O:32][CH2:31][CH2:30][NH:2][C@H:3]1[C:11]2[C:6](=[C:7]([C:12]3[S:16][C:15]([C:17]4[CH:18]=[CH:19][C:20]([O:25][CH:26]([CH3:28])[CH3:27])=[C:21]([CH:24]=4)[C:22]#[N:23])=[N:14][N:13]=3)[CH:8]=[CH:9][CH:10]=2)[CH2:5][CH2:4]1)([C:36]([CH3:39])([CH3:38])[CH3:37])([CH3:35])[CH3:34], predict the reactants needed to synthesize it. The reactants are: Cl.[NH2:2][C@H:3]1[C:11]2[C:6](=[C:7]([C:12]3[S:16][C:15]([C:17]4[CH:18]=[CH:19][C:20]([O:25][CH:26]([CH3:28])[CH3:27])=[C:21]([CH:24]=4)[C:22]#[N:23])=[N:14][N:13]=3)[CH:8]=[CH:9][CH:10]=2)[CH2:5][CH2:4]1.Br[CH2:30][CH2:31][O:32][Si:33]([C:36]([CH3:39])([CH3:38])[CH3:37])([CH3:35])[CH3:34].O. (3) Given the product [F:29][CH:30]1[CH2:33][N:32]([C:25]([C:5]2[CH:4]=[N:3][N:2]([CH3:1])[C:6]=2[C:7]([NH:8][C:9]2[CH:14]=[CH:13][N:12]3[N:15]=[C:16]([C:18]4[CH:19]=[N:20][CH:21]=[CH:22][CH:23]=4)[N:17]=[C:11]3[CH:10]=2)=[O:24])=[O:26])[CH2:31]1, predict the reactants needed to synthesize it. The reactants are: [CH3:1][N:2]1[C:6]([C:7](=[O:24])[NH:8][C:9]2[CH:14]=[CH:13][N:12]3[N:15]=[C:16]([C:18]4[CH:19]=[N:20][CH:21]=[CH:22][CH:23]=4)[N:17]=[C:11]3[CH:10]=2)=[C:5]([C:25](O)=[O:26])[CH:4]=[N:3]1.Cl.[F:29][CH:30]1[CH2:33][NH:32][CH2:31]1.CCCP(=O)=O.C(N(CC)C(C)C)(C)C. (4) Given the product [O:20]=[S:16]1(=[O:21])[CH2:17][CH2:18][CH2:19][CH:14]([C:5]2[C:4]3[C:8](=[C:9]([C:11]([NH2:13])=[O:12])[CH:10]=[C:2]([C:23]4[S:22][CH:26]=[CH:25][CH:24]=4)[CH:3]=3)[NH:7][CH:6]=2)[CH2:15]1, predict the reactants needed to synthesize it. The reactants are: Br[C:2]1[CH:3]=[C:4]2[C:8](=[C:9]([C:11]([NH2:13])=[O:12])[CH:10]=1)[NH:7][CH:6]=[C:5]2[CH:14]1[CH2:19][CH2:18][CH2:17][S:16](=[O:21])(=[O:20])[CH2:15]1.[S:22]1[CH:26]=[CH:25][CH:24]=[C:23]1B(O)O.C(=O)([O-])[O-].[K+].[K+]. (5) The reactants are: [CH3:1][S:2]([N:5]1[CH2:10][CH2:9][N:8]([C:11]2[CH:16]=[CH:15][C:14]([N+:17]([O-])=O)=[CH:13][N:12]=2)[CH2:7][CH2:6]1)(=[O:4])=[O:3]. Given the product [CH3:1][S:2]([N:5]1[CH2:6][CH2:7][N:8]([C:11]2[N:12]=[CH:13][C:14]([NH2:17])=[CH:15][CH:16]=2)[CH2:9][CH2:10]1)(=[O:4])=[O:3], predict the reactants needed to synthesize it.